This data is from Full USPTO retrosynthesis dataset with 1.9M reactions from patents (1976-2016). The task is: Predict the reactants needed to synthesize the given product. (1) Given the product [CH3:1][O:2][CH2:3][CH:4]([N:8]1[C:17]2[C:12](=[CH:13][C:14]([I:18])=[CH:15][CH:16]=2)[C:11](=[O:19])[C:10]([C:20]([OH:22])=[O:21])=[CH:9]1)[CH2:5][O:6][CH3:7], predict the reactants needed to synthesize it. The reactants are: [CH3:1][O:2][CH2:3][CH:4]([N:8]1[C:17]2[C:12](=[CH:13][C:14]([I:18])=[CH:15][CH:16]=2)[C:11](=[O:19])[C:10]([C:20]([O:22]CC)=[O:21])=[CH:9]1)[CH2:5][O:6][CH3:7].[OH-].[Li+]. (2) The reactants are: FC(F)(F)C([O-])=O.[CH2:8]([O:15][C:16]([N:18]([CH2:23][C:24]1[CH:29]=[C:28]([F:30])[C:27]([F:31])=[CH:26][C:25]=1[NH3+:32])[CH2:19][C:20](O)=[O:21])=[O:17])[C:9]1[CH:14]=[CH:13][CH:12]=[CH:11][CH:10]=1.C(Cl)CCl.C1C=CC2N(O)N=NC=2C=1.CCN(C(C)C)C(C)C. Given the product [F:30][C:28]1[C:27]([F:31])=[CH:26][C:25]2[NH:32][C:20](=[O:21])[CH2:19][N:18]([C:16]([O:15][CH2:8][C:9]3[CH:14]=[CH:13][CH:12]=[CH:11][CH:10]=3)=[O:17])[CH2:23][C:24]=2[CH:29]=1, predict the reactants needed to synthesize it. (3) Given the product [F:10][C:9]([F:12])([F:11])[C:2]1[O:14][N:16]=[C:4]([CH:5]([OH:7])[CH3:6])[CH:3]=1, predict the reactants needed to synthesize it. The reactants are: F[C:2](F)([C:9]([F:12])([F:11])[F:10])[CH:3]=[C:4](I)[CH:5]([OH:7])[CH3:6].[OH2:14].Cl.[NH2:16]O.C(=O)([O-])[O-].[K+].[K+]. (4) Given the product [NH2:25][C@@:13]1([C:15]([OH:17])=[O:16])[C@H:12]([O:26][CH2:27][C:28]2[CH:33]=[CH:32][C:31]([F:34])=[CH:30][CH:29]=2)[CH2:11][C@@H:10]2[C@H:14]1[C@@:9]2([F:35])[C:7]([OH:8])=[O:6], predict the reactants needed to synthesize it. The reactants are: O.[OH-].[Li+].C([O:6][C:7]([C@:9]1([F:35])[C@@H:14]2[C@H:10]1[CH2:11][C@@H:12]([O:26][CH2:27][C:28]1[CH:33]=[CH:32][C:31]([F:34])=[CH:30][CH:29]=1)[C@@:13]2([NH2:25])[C:15]([O:17]CC1C=CC=CC=1)=[O:16])=[O:8])C. (5) Given the product [Cl:25][C:21]1[CH:20]=[C:19]([CH:18]2[CH2:10][C:9](=[O:26])[NH:8][CH2:16][C:51]32[C:62]2[C:57](=[CH:58][CH:59]=[CH:60][CH:61]=2)[NH:35][C:52]3=[O:54])[CH:24]=[CH:23][CH:22]=1, predict the reactants needed to synthesize it. The reactants are: C(OC([N:8]1[C:16]2C(=CC=C(Cl)C=2)/[C:10](=[CH:18]/[C:19]2[CH:24]=[CH:23][CH:22]=[C:21]([Cl:25])[CH:20]=2)/[C:9]1=[O:26])=O)(C)(C)C.ClC1C=CC(OC2CCOCC2)=C(C=[N:35]C(O[Si](C)(C)C)=C)C=1.F[C:51](F)(F)[C:52]([OH:54])=O.[C:57]1(C)[CH:62]=[CH:61][CH:60]=[CH:59][CH:58]=1. (6) Given the product [N:15]1[C:16]2[C:17](=[N:18][CH:19]=[CH:20][CH:21]=2)[N:13]([C:10]2[CH:9]=[CH:8][C:7]([C:5](=[O:6])[C:4]([OH:22])=[O:3])=[CH:12][CH:11]=2)[CH:14]=1, predict the reactants needed to synthesize it. The reactants are: C([O:3][C:4](=[O:22])[C:5]([C:7]1[CH:12]=[CH:11][C:10]([N:13]2[C:17]3=[N:18][CH:19]=[CH:20][CH:21]=[C:16]3[N:15]=[CH:14]2)=[CH:9][CH:8]=1)=[O:6])C.[Li+].[OH-].Cl. (7) Given the product [Br:1][C:2]1[CH:11]=[C:10]2[C:5]([C:6]([OH:21])=[CH:7][C:8](=[O:15])[N:9]2[CH:12]([CH3:13])[CH3:14])=[CH:4][CH:3]=1, predict the reactants needed to synthesize it. The reactants are: [Br:1][C:2]1[CH:11]=[C:10]2[C:5]([C:6](=[O:21])[CH:7](C(OCC)=O)[C:8](=[O:15])[N:9]2[CH:12]([CH3:14])[CH3:13])=[CH:4][CH:3]=1.[OH-].[Na+].Cl.